From a dataset of Reaction yield outcomes from USPTO patents with 853,638 reactions. Predict the reaction yield, written as a fraction of the theoretical maximum amount of product (1.0 means a 100% yield; for example, 0.34 means a 34% yield). (1) The reactants are [CH2:1]([N:3]1[CH:7]=[C:6]([C:8]2[CH:13]=[CH:12][N:11]=[C:10]3[NH:14][CH:15]=[CH:16][C:9]=23)[C:5](C2C=CC(CN)=CC=2)=[N:4]1)[CH3:2].C([N:27]([CH2:30]C)[CH2:28][CH3:29])C.[C:32]1([N:38]=[C:39]=O)[CH:37]=[CH:36][CH:35]=[CH:34][CH:33]=1.[OH2:41].O1[CH2:46][CH2:45][CH2:44][CH2:43]1. No catalyst specified. The product is [CH2:1]([N:3]1[CH:7]=[C:6]([C:8]2[CH:13]=[CH:12][N:11]=[C:10]3[NH:14][CH:15]=[CH:16][C:9]=23)[C:5]([C:35]2[CH:36]=[CH:37][C:32]([N:38]([CH3:39])[C:30]([NH:27][C:28]3[CH:29]=[CH:46][CH:45]=[CH:44][CH:43]=3)=[O:41])=[CH:33][CH:34]=2)=[N:4]1)[CH3:2]. The yield is 0.420. (2) The reactants are C(=O)([O-])[O-].[Na+].[Na+].[CH:7]1[C:19]2[CH:18]([CH2:20][O:21][C:22](Cl)=[O:23])[C:17]3[C:12](=[CH:13][CH:14]=[CH:15][CH:16]=3)[C:11]=2[CH:10]=[CH:9][CH:8]=1.[Cl:25][C@H:26]1[CH2:30][NH:29][C@@H:28]2[C@@H:31]([OH:34])[CH2:32][O:33][C@H:27]12. The catalyst is O.O1CCOCC1. The product is [Cl:25][C@H:26]1[CH2:30][N:29]([C:22]([O:21][CH2:20][CH:18]2[C:19]3[CH:7]=[CH:8][CH:9]=[CH:10][C:11]=3[C:16]3[C:17]2=[CH:12][CH:13]=[CH:14][CH:15]=3)=[O:23])[C@@H:28]2[C@@H:31]([OH:34])[CH2:32][O:33][C@H:27]12. The yield is 0.870.